Dataset: Full USPTO retrosynthesis dataset with 1.9M reactions from patents (1976-2016). Task: Predict the reactants needed to synthesize the given product. (1) The reactants are: Cl.[Cl:2][C:3]1[C:8]([Cl:9])=[CH:7][CH:6]=[CH:5][C:4]=1[N:10]1[CH2:16][CH2:15][CH2:14][N:13](C(OC(C)(C)C)=O)[CH2:12][CH2:11]1. Given the product [ClH:2].[Cl:2][C:3]1[C:8]([Cl:9])=[CH:7][CH:6]=[CH:5][C:4]=1[N:10]1[CH2:16][CH2:15][CH2:14][NH:13][CH2:12][CH2:11]1, predict the reactants needed to synthesize it. (2) The reactants are: Cl.[Cl:2][C:3]1[CH:8]=[CH:7][C:6]([C:9]2([C:15]([NH:17][C@@H:18]3[CH2:23][CH2:22][CH2:21][NH:20][CH2:19]3)=[O:16])[CH2:14][CH2:13][CH2:12][CH2:11][CH2:10]2)=[CH:5][CH:4]=1.C(N(CC)C(C)C)(C)C.[C:33]1([S:39](Cl)(=[O:41])=[O:40])[CH:38]=[CH:37][CH:36]=[CH:35][CH:34]=1. Given the product [Cl:2][C:3]1[CH:4]=[CH:5][C:6]([C:9]2([C:15]([NH:17][C@@H:18]3[CH2:23][CH2:22][CH2:21][N:20]([S:39]([C:33]4[CH:38]=[CH:37][CH:36]=[CH:35][CH:34]=4)(=[O:41])=[O:40])[CH2:19]3)=[O:16])[CH2:14][CH2:13][CH2:12][CH2:11][CH2:10]2)=[CH:7][CH:8]=1, predict the reactants needed to synthesize it. (3) The reactants are: [N:1]1([C:7]2[CH:12]=[CH:11][C:10]([NH:13][C:14]([C:16]3[C:17]([C:24]4[CH:29]=[CH:28][C:27]([CH:30]([CH3:32])[CH3:31])=[CH:26][CH:25]=4)=[C:18]([O:22][CH3:23])[CH:19]=[CH:20][CH:21]=3)=[O:15])=[CH:9][CH:8]=2)[CH2:6][CH2:5][NH:4][CH2:3][CH2:2]1.C([O-])([O-])=O.[K+].[K+].Br[CH2:40][C:41]([NH2:43])=[O:42]. Given the product [C:41]([CH2:40][N:4]1[CH2:3][CH2:2][N:1]([C:7]2[CH:8]=[CH:9][C:10]([NH:13][C:14]([C:16]3[C:17]([C:24]4[CH:25]=[CH:26][C:27]([CH:30]([CH3:32])[CH3:31])=[CH:28][CH:29]=4)=[C:18]([O:22][CH3:23])[CH:19]=[CH:20][CH:21]=3)=[O:15])=[CH:11][CH:12]=2)[CH2:6][CH2:5]1)(=[O:42])[NH2:43], predict the reactants needed to synthesize it. (4) Given the product [CH3:13][C:11]1[S:12][C:8]([N:1]2[CH2:6][CH2:5][O:4][CH2:3][CH2:2]2)=[C:9]([C:14]2[CH:15]=[CH:16][C:17]([O:18][CH2:19][CH2:20][CH2:21][CH2:22][CH2:23][O:24][C:25]3[CH:26]=[CH:27][C:28]([C:29]#[N:30])=[CH:31][CH:32]=3)=[CH:33][CH:34]=2)[N:10]=1, predict the reactants needed to synthesize it. The reactants are: [NH:1]1[CH2:6][CH2:5][O:4][CH2:3][CH2:2]1.Br[C:8]1[S:12][C:11]([CH3:13])=[N:10][C:9]=1[C:14]1[CH:34]=[CH:33][C:17]([O:18][CH2:19][CH2:20][CH2:21][CH2:22][CH2:23][O:24][C:25]2[CH:32]=[CH:31][C:28]([C:29]#[N:30])=[CH:27][CH:26]=2)=[CH:16][CH:15]=1. (5) Given the product [Cl:4][C:5]1[C:10]([CH3:11])=[CH:9][C:8]([S:12]([NH:1][OH:2])(=[O:14])=[O:13])=[C:7]([CH3:16])[CH:6]=1, predict the reactants needed to synthesize it. The reactants are: [NH2:1][OH:2].O.[Cl:4][C:5]1[C:10]([CH3:11])=[CH:9][C:8]([S:12](Cl)(=[O:14])=[O:13])=[C:7]([CH3:16])[CH:6]=1.S(Cl)(Cl)(=O)=O. (6) Given the product [CH3:11][C:2]1[C:6]2=[N:7][CH:8]=[CH:9][CH:10]=[C:5]2[S:4][CH:3]=1, predict the reactants needed to synthesize it. The reactants are: Br[C:2]1[C:6]2=[N:7][CH:8]=[CH:9][CH:10]=[C:5]2[S:4][CH:3]=1.[CH3:11]B(O)O.COCCOC.O.CCO.O. (7) Given the product [CH3:1][O:2][C:3]([CH:5]1[CH2:10][NH:9][CH:8]([C:11]([O:13][C:14]([CH3:17])([CH3:16])[CH3:15])=[O:12])[CH2:7][CH2:6]1)=[O:4], predict the reactants needed to synthesize it. The reactants are: [CH3:1][O:2][C:3]([C:5]1[CH:6]=[CH:7][C:8]([C:11]([O:13][C:14]([CH3:17])([CH3:16])[CH3:15])=[O:12])=[N:9][CH:10]=1)=[O:4]. (8) Given the product [N:35]1[S:34][N:33]=[C:32]2[CH:36]=[C:28]([CH2:27][C@H:16]([CH3:17])[C:15]([N:14]([C@H:12]([CH3:13])[C@H:11]([OH:10])[C:20]3[CH:25]=[CH:24][CH:23]=[CH:22][CH:21]=3)[CH3:19])=[O:18])[CH:29]=[CH:30][C:31]=12, predict the reactants needed to synthesize it. The reactants are: O.[Li+].CC([N-]C(C)C)C.[OH:10][C@H:11]([C:20]1[CH:25]=[CH:24][CH:23]=[CH:22][CH:21]=1)[C@H:12]([N:14]([CH3:19])[C:15](=[O:18])[CH2:16][CH3:17])[CH3:13].Br[CH2:27][C:28]1[CH:29]=[CH:30][C:31]2[C:32]([CH:36]=1)=[N:33][S:34][N:35]=2.[NH4+].[Cl-]. (9) Given the product [CH3:20][O:19][C:13]1[CH:18]=[CH:17][C:16]([C:10](=[O:12])[CH2:9][C:6]2[CH:5]=[CH:4][C:3]([O:2][CH3:1])=[CH:8][CH:7]=2)=[CH:15][CH:14]=1, predict the reactants needed to synthesize it. The reactants are: [CH3:1][O:2][C:3]1[CH:8]=[CH:7][C:6]([CH2:9][C:10]([OH:12])=O)=[CH:5][CH:4]=1.[C:13]1([O:19][CH3:20])[CH:18]=[CH:17][CH:16]=[CH:15][CH:14]=1.[Al+3].[Cl-].[Cl-].[Cl-].